From a dataset of Catalyst prediction with 721,799 reactions and 888 catalyst types from USPTO. Predict which catalyst facilitates the given reaction. (1) Reactant: [F:1][C:2]([F:24])([F:23])[O:3][C:4]1[CH:22]=[CH:21][CH:20]=[CH:19][C:5]=1[C:6]([NH:8][C:9]1[S:10][CH:11]=[C:12]([C:14]([O:16]CC)=[O:15])[N:13]=1)=[O:7].[OH-].[Na+]. Product: [F:24][C:2]([F:1])([F:23])[O:3][C:4]1[CH:22]=[CH:21][CH:20]=[CH:19][C:5]=1[C:6]([NH:8][C:9]1[S:10][CH:11]=[C:12]([C:14]([OH:16])=[O:15])[N:13]=1)=[O:7]. The catalyst class is: 1. (2) Product: [ClH:17].[ClH:39].[NH2:1][C:2]1[CH:7]=[C:6]([C:8]2[CH:37]=[C:36]([Cl:38])[CH:35]=[CH:34][C:9]=2[O:10][C:11]2[C:16]([Cl:17])=[CH:15][C:14]([S:18]([NH:21][C:22]3[N:23]=[CH:24][C:25]([F:28])=[CH:26][N:27]=3)(=[O:20])=[O:19])=[C:13]([F:33])[CH:12]=2)[CH:5]=[CH:4][N:3]=1. Reactant: [NH2:1][C:2]1[CH:7]=[C:6]([C:8]2[CH:37]=[C:36]([Cl:38])[CH:35]=[CH:34][C:9]=2[O:10][C:11]2[C:16]([Cl:17])=[CH:15][C:14]([S:18]([N:21](COCC)[C:22]3[N:27]=[CH:26][C:25]([F:28])=[CH:24][N:23]=3)(=[O:20])=[O:19])=[C:13]([F:33])[CH:12]=2)[CH:5]=[CH:4][N:3]=1.[ClH:39].O. The catalyst class is: 5. (3) Reactant: [N+:1]([C:4]1[CH:5]=[C:6]([CH:10]=[C:11]([C:13]2[S:14][C:15]3[CH:16]=[N:17][CH:18]=[CH:19][C:20]=3[N:21]=2)[CH:12]=1)[C:7](O)=[O:8])([O-:3])=[O:2].CN1CCOCC1.ClC(OCC(C)C)=O.[BH4-].[Na+]. Product: [N+:1]([C:4]1[CH:5]=[C:6]([CH2:7][OH:8])[CH:10]=[C:11]([C:13]2[S:14][C:15]3[CH:16]=[N:17][CH:18]=[CH:19][C:20]=3[N:21]=2)[CH:12]=1)([O-:3])=[O:2]. The catalyst class is: 20. (4) Reactant: [CH2:1]1[C@H:6](N)[C@@H:5](O[C@H]2O[C@H](CN)[C@@H](O)[C@H](O)[C@H]2O)[C@H:4](O)[C@@H:3](O[C@H]2O[C@H](CO)[C@@H](O)[C@H](N)[C@H]2O)[C@@H:2]1N.C[C@@H]1[O:39][C@@H:38]([O:40][C@H]2[C@H](O)[C@@H](O)[C@H](NC(N)=N)[C@@H](O)[C@@H]2NC(N)=N)[C@H:37]([O:58][C@@H]2O[C@@H](CO)[C@H](O)[C@@H](O)[C@@H]2NC)[C@@]1(O)C=O.CC(S[C@@H]1O[C@H](CO)[C@H](O)[C@H](O)[C@H]1O)C.CCCCCCCCCCCCCCCC.C=CC1C=CC=CC=1.FC(F)(F)C(O)=O. Product: [C:38]([OH:40])(=[O:39])[C@H:37]([C:6]1[CH:5]=[CH:4][CH:3]=[CH:2][CH:1]=1)[OH:58]. The catalyst class is: 192.